Dataset: Catalyst prediction with 721,799 reactions and 888 catalyst types from USPTO. Task: Predict which catalyst facilitates the given reaction. (1) Reactant: [Br:1][CH2:2][CH2:3][CH2:4][CH2:5][CH2:6][CH2:7][CH2:8][CH2:9][CH2:10][CH2:11][CH2:12][O:13][C:14]1[CH:19]=[CH:18][C:17]([CH:20]2[CH2:25][CH2:24][CH:23]([OH:26])[CH2:22][CH2:21]2)=[CH:16][CH:15]=1.[CH2:27]([O:35][C:36]1[CH:44]=[CH:43][C:39]([C:40](Cl)=[O:41])=[CH:38][CH:37]=1)[CH2:28][CH2:29][CH2:30][CH2:31][CH2:32][CH2:33][CH3:34]. Product: [Br:1][CH2:2][CH2:3][CH2:4][CH2:5][CH2:6][CH2:7][CH2:8][CH2:9][CH2:10][CH2:11][CH2:12][O:13][C:14]1[CH:19]=[CH:18][C:17]([CH:20]2[CH2:21][CH2:22][CH:23]([O:26][C:40](=[O:41])[C:39]3[CH:38]=[CH:37][C:36]([O:35][CH2:27][CH2:28][CH2:29][CH2:30][CH2:31][CH2:32][CH2:33][CH3:34])=[CH:44][CH:43]=3)[CH2:24][CH2:25]2)=[CH:16][CH:15]=1. The catalyst class is: 64. (2) Reactant: [CH3:1][O:2][C:3]1[CH:8]=[CH:7][C:6]([C:9]2[C:17]3[C:16]([NH:18][C:19]4[CH:20]=[C:21](/[CH:25]=[CH:26]/[C:27]([OH:29])=[O:28])[CH:22]=[CH:23][CH:24]=4)=[N:15][CH:14]=[N:13][C:12]=3[O:11][C:10]=2[C:30]2[CH:35]=[CH:34][CH:33]=[CH:32][CH:31]=2)=[CH:5][CH:4]=1.CO.[OH-].[Na+:39]. Product: [Na+:39].[CH3:1][O:2][C:3]1[CH:4]=[CH:5][C:6]([C:9]2[C:17]3[C:16]([NH:18][C:19]4[CH:20]=[C:21](/[CH:25]=[CH:26]/[C:27]([O-:29])=[O:28])[CH:22]=[CH:23][CH:24]=4)=[N:15][CH:14]=[N:13][C:12]=3[O:11][C:10]=2[C:30]2[CH:35]=[CH:34][CH:33]=[CH:32][CH:31]=2)=[CH:7][CH:8]=1. The catalyst class is: 1. (3) Reactant: C(=O)([O-])[O-].[K+].[K+].[C:7]([O:11][C:12]([N:14]1[CH2:19][CH2:18][CH2:17][CH2:16][CH2:15]1)=[O:13])([CH3:10])([CH3:9])[CH3:8].CN1CCCC1=O.[CH2:27]([O:34][C:35]1[CH:59]=[CH:58][C:57]([O:60][CH2:61][CH2:62]Br)=[CH:56][C:36]=1[C:37]([NH:39][C:40]1[CH:49]=[C:48]([C:50]2[CH:55]=[CH:54][CH:53]=[CH:52][CH:51]=2)[CH:47]=[CH:46][C:41]=1[C:42]([O:44][CH3:45])=[O:43])=[O:38])[C:28]1[CH:33]=[CH:32][CH:31]=[CH:30][CH:29]=1. Product: [CH2:27]([O:34][C:35]1[CH:59]=[CH:58][C:57]([O:60][CH2:61][CH2:62][CH:17]2[CH2:18][CH2:19][N:14]([C:12]([O:11][C:7]([CH3:10])([CH3:8])[CH3:9])=[O:13])[CH2:15][CH2:16]2)=[CH:56][C:36]=1[C:37](=[O:38])[NH:39][C:40]1[CH:49]=[C:48]([C:50]2[CH:55]=[CH:54][CH:53]=[CH:52][CH:51]=2)[CH:47]=[CH:46][C:41]=1[C:42]([O:44][CH3:45])=[O:43])[C:28]1[CH:33]=[CH:32][CH:31]=[CH:30][CH:29]=1. The catalyst class is: 84. (4) Reactant: [CH3:1][C:2]1[CH:7]=[C:6]([N+]([O-])=O)[CH:5]=[CH:4][N+:3]=1[O-:11].[CH3:12][O-:13].[Na+].CO.Cl. Product: [CH3:1][C:2]1[CH:7]=[C:6]([O:13][CH3:12])[CH:5]=[CH:4][N+:3]=1[O-:11]. The catalyst class is: 5. (5) Reactant: [CH2:1]([O:3][C:4]([C:6]1[O:14][C:13]2[C:12](Br)=[CH:11][N:10]=[CH:9][C:8]=2[C:7]=1[NH:16][C:17]1[CH:22]=[CH:21][C:20]([Si:23]([CH3:26])([CH3:25])[CH3:24])=[CH:19][C:18]=1[F:27])=[O:5])[CH3:2].[C:28](=O)([O-])[O-].[K+].[K+].CB1OB(C)OB(C)O1. Product: [CH2:1]([O:3][C:4]([C:6]1[O:14][C:13]2[C:12]([CH3:28])=[CH:11][N:10]=[CH:9][C:8]=2[C:7]=1[NH:16][C:17]1[CH:22]=[CH:21][C:20]([Si:23]([CH3:26])([CH3:25])[CH3:24])=[CH:19][C:18]=1[F:27])=[O:5])[CH3:2]. The catalyst class is: 12. (6) The catalyst class is: 21. Reactant: [OH:1][CH2:2][CH2:3]/[CH:4]=[CH:5]/[C@@H:6]([NH:11][C:12](=[O:18])[O:13][C:14]([CH3:17])([CH3:16])[CH3:15])[CH2:7][CH:8]([CH3:10])[CH3:9].CC(C)=[O:21].OS(O)(=O)=O.O=[Cr](=O)=O. Product: [C:14]([O:13][C:12]([NH:11][C@@H:6]([CH2:7][CH:8]([CH3:10])[CH3:9])/[CH:5]=[CH:4]/[CH2:3][C:2]([OH:21])=[O:1])=[O:18])([CH3:16])([CH3:15])[CH3:17]. (7) Reactant: [NH2:1][C:2]1[CH:3]=[N:4][N:5]([CH2:21][C:22]([F:25])([F:24])[F:23])[C:6]=1[N:7]1[CH2:12][CH2:11][N:10]([C:13]([O:15][C:16]([CH3:19])([CH3:18])[CH3:17])=[O:14])[CH:9]([CH3:20])[CH2:8]1.[C:26]([O:30][C:31]([NH:33][C:34]1[S:38][C:37]([C:39]2[C:44]([F:45])=[CH:43][CH:42]=[CH:41][C:40]=2[F:46])=[N:36][C:35]=1[C:47](O)=[O:48])=[O:32])([CH3:29])([CH3:28])[CH3:27].CN(C(ON1N=NC2C=CC=NC1=2)=[N+](C)C)C.F[P-](F)(F)(F)(F)F.O. Product: [C:26]([O:30][C:31]([NH:33][C:34]1[S:38][C:37]([C:39]2[C:44]([F:45])=[CH:43][CH:42]=[CH:41][C:40]=2[F:46])=[N:36][C:35]=1[C:47]([NH:1][C:2]1[CH:3]=[N:4][N:5]([CH2:21][C:22]([F:24])([F:25])[F:23])[C:6]=1[N:7]1[CH2:12][CH2:11][N:10]([C:13]([O:15][C:16]([CH3:19])([CH3:17])[CH3:18])=[O:14])[CH:9]([CH3:20])[CH2:8]1)=[O:48])=[O:32])([CH3:29])([CH3:27])[CH3:28]. The catalyst class is: 3. (8) Reactant: [CH2:1]([O:3][C:4]1[CH:5]=[C:6]([CH:9]=[CH:10][C:11]=1[OH:12])[CH:7]=[O:8])[CH3:2].Cl.Cl[CH2:15][C:16]1[CH:17]=[CH:18][C:19]([O:22][CH3:23])=[N:20][CH:21]=1.C(=O)([O-])[O-].[K+].[K+]. Product: [CH2:1]([O:3][C:4]1[CH:5]=[C:6]([CH:9]=[CH:10][C:11]=1[O:12][CH2:15][C:16]1[CH:21]=[N:20][C:19]([O:22][CH3:23])=[CH:18][CH:17]=1)[CH:7]=[O:8])[CH3:2]. The catalyst class is: 47. (9) Reactant: [CH3:1][C:2]([C@:4]1([O:25][C:26]([CH3:28])=[O:27])[C@@:8]2([CH3:24])[CH2:9][CH2:10][C@@H:11]3[C@:21]4([CH3:22])[C:15](=[CH:16][C:17]([CH2:19][CH2:20]4)=[O:18])[C:14]([Cl:23])=[CH:13][C@H:12]3[C@@H:7]2[CH2:6][CH2:5]1)=[O:3].C(C1C(=O)C(Cl)=C(Cl)C(=O)C=1C#N)#N. Product: [CH3:1][C:2]([C@:4]1([O:25][C:26]([CH3:28])=[O:27])[C@@:8]2([CH3:24])[CH2:9][CH2:10][C@@H:11]3[C@:21]4([CH3:22])[C:15](=[CH:16][C:17]([CH:19]=[CH:20]4)=[O:18])[C:14]([Cl:23])=[CH:13][C@H:12]3[C@@H:7]2[CH2:6][CH2:5]1)=[O:3]. The catalyst class is: 12.